Dataset: Forward reaction prediction with 1.9M reactions from USPTO patents (1976-2016). Task: Predict the product of the given reaction. (1) The product is: [CH2:7]([C:2]([NH:1][C:14](=[O:15])[O:16][C:17]([CH3:20])([CH3:19])[CH3:18])([CH2:3][OH:4])[CH2:5][OH:6])[C:8]1[CH:13]=[CH:12][CH:11]=[CH:10][CH:9]=1. Given the reactants [NH2:1][C:2]([CH2:7][C:8]1[CH:13]=[CH:12][CH:11]=[CH:10][CH:9]=1)([CH2:5][OH:6])[CH2:3][OH:4].[C:14](O[C:14]([O:16][C:17]([CH3:20])([CH3:19])[CH3:18])=[O:15])([O:16][C:17]([CH3:20])([CH3:19])[CH3:18])=[O:15], predict the reaction product. (2) Given the reactants [NH2:1][C:2]1[CH:3]=[N:4][CH:5]=[CH:6][C:7]=1[C:8](=[O:15])[C:9]1[CH:14]=[CH:13][CH:12]=[CH:11][CH:10]=1.C(N(C(C)C)C(C)C)C.[F:25][C:26]([F:44])([F:43])[C:27]1[CH:28]=[C:29]([C:37]([CH3:42])([CH3:41])[C:38](Cl)=[O:39])[CH:30]=[C:31]([C:33]([F:36])([F:35])[F:34])[CH:32]=1.O, predict the reaction product. The product is: [C:8]([C:7]1[CH:6]=[CH:5][N:4]=[CH:3][C:2]=1[NH:1][C:38](=[O:39])[C:37]([C:29]1[CH:28]=[C:27]([C:26]([F:25])([F:43])[F:44])[CH:32]=[C:31]([C:33]([F:34])([F:35])[F:36])[CH:30]=1)([CH3:42])[CH3:41])(=[O:15])[C:9]1[CH:14]=[CH:13][CH:12]=[CH:11][CH:10]=1. (3) Given the reactants C(OC1C=[CH:13][C:12]([NH:15][C:16]2[N:21]=CN=[C:18]([O:22][C:23]3[CH:28]=[CH:27][C:26]([NH:29][C:30](=[O:42])[CH2:31][C:32](NC4C=CC(F)=CC=4)=O)=[CH:25][C:24]=3[F:43])[CH:17]=2)=CC=1)C1C=CC=CC=1.CCO[C:47]([CH3:49])=O.C([O-])(O)=O.[Na+], predict the reaction product. The product is: [NH2:21][C:16]1[CH:17]=[C:18]([O:22][C:23]2[CH:28]=[CH:27][C:26]([NH:29][C:30](=[O:42])[C:31]3[CH:32]=[CH:12][N:15]=[C:16]([NH:21][C:47]4[CH:49]=[CH:25][C:24]([F:43])=[CH:23][CH:28]=4)[CH:17]=3)=[CH:25][C:24]=2[F:43])[CH:13]=[CH:12][N:15]=1.